This data is from Full USPTO retrosynthesis dataset with 1.9M reactions from patents (1976-2016). The task is: Predict the reactants needed to synthesize the given product. Given the product [Br:12][C:13]1[CH:14]=[C:15]([S:19]([C:2]2[CH:3]=[C:4]([C:10]#[N:11])[S:5][C:6]=2[N+:7]([O-:9])=[O:8])=[O:30])[CH:16]=[CH:17][CH:18]=1, predict the reactants needed to synthesize it. The reactants are: Br[C:2]1[CH:3]=[C:4]([C:10]#[N:11])[S:5][C:6]=1[N+:7]([O-:9])=[O:8].[Br:12][C:13]1[CH:14]=[C:15]([SH:19])[CH:16]=[CH:17][CH:18]=1.C(N(CC)CC)C.C1C[O:30]CC1.